This data is from Forward reaction prediction with 1.9M reactions from USPTO patents (1976-2016). The task is: Predict the product of the given reaction. (1) Given the reactants [S:1]1[CH:5]=[CH:4][CH:3]=[C:2]1[CH:6]=O.[CH3:8][O:9][CH2:10][CH2:11][NH2:12].[C:13]1(=[O:24])[O:19][C:17](=O)[C:16]2=[CH:20][CH:21]=[CH:22][CH:23]=[C:15]2[CH2:14]1.C([NH:27][C:28]1[CH:33]=[CH:32][C:31]([O:34][CH3:35])=[C:30]([O:36][CH3:37])[CH:29]=1)C, predict the reaction product. The product is: [CH3:37][O:36][C:30]1[CH:29]=[C:28]([NH:27][C:13]([CH:14]2[C:15]3[C:16](=[CH:20][CH:21]=[CH:22][CH:23]=3)[C:17](=[O:19])[N:12]([CH2:11][CH2:10][O:9][CH3:8])[CH:6]2[C:2]2[S:1][CH:5]=[CH:4][CH:3]=2)=[O:24])[CH:33]=[CH:32][C:31]=1[O:34][CH3:35]. (2) Given the reactants [N:1]([C:4]1[S:8][C:7]2[CH2:9][CH2:10][CH2:11][CH2:12][CH2:13][C:6]=2[C:5]=1[C:14]1[O:18][N:17]=[C:16]([C:19]([F:22])([F:21])[F:20])[N:15]=1)=[C:2]=[O:3].[NH:23]1[CH2:30][CH2:29][CH2:28][C@@H:24]1[C:25]([OH:27])=[O:26], predict the reaction product. The product is: [F:20][C:19]([F:22])([F:21])[C:16]1[N:15]=[C:14]([C:5]2[C:6]3[CH2:13][CH2:12][CH2:11][CH2:10][CH2:9][C:7]=3[S:8][C:4]=2[NH:1][C:2]([N:23]2[CH2:30][CH2:29][CH2:28][C@@H:24]2[C:25]([OH:27])=[O:26])=[O:3])[O:18][N:17]=1. (3) Given the reactants C(N1C=CN=C1)(N1C=CN=C1)=O.[Cl:13][C:14]1[CH:19]=[C:18]([S:20]([C:23]2[CH:28]=[CH:27][C:26]([C:29]([OH:31])=O)=[CH:25][CH:24]=2)(=[O:22])=[O:21])[CH:17]=[CH:16][C:15]=1[NH:32][C:33](=[O:41])[C@:34]([OH:40])([CH3:39])[C:35]([F:38])([F:37])[F:36].[CH2:42]([CH2:44][NH2:45])[OH:43], predict the reaction product. The product is: [Cl:13][C:14]1[CH:19]=[C:18]([S:20]([C:23]2[CH:24]=[CH:25][C:26]([C:29](=[O:31])[NH:45][CH2:44][CH2:42][OH:43])=[CH:27][CH:28]=2)(=[O:21])=[O:22])[CH:17]=[CH:16][C:15]=1[NH:32][C:33](=[O:41])[C@:34]([OH:40])([CH3:39])[C:35]([F:37])([F:36])[F:38]. (4) The product is: [OH:7][CH:5]1[CH2:6][O:2][N:3]([C:40]([O:39][C:36]([CH3:38])([CH3:37])[CH3:35])=[O:41])[CH2:4]1. Given the reactants Cl.[O:2]1[CH2:6][CH:5]([OH:7])[CH2:4][NH:3]1.CC1OC(C=CC2C=C3CCCN4CCCC(=C34)C=2)=CC(=C(C#N)C#N)C=1.[CH3:35][C:36]([O:39][C:40](O[C:40]([O:39][C:36]([CH3:38])([CH3:37])[CH3:35])=[O:41])=[O:41])([CH3:38])[CH3:37], predict the reaction product. (5) Given the reactants [Cl:1][C:2]1[N:10]=[C:9]([CH3:11])[N:8]=[C:7]2[C:3]=1[N:4]=[C:5]([C:16]1[CH:21]=[CH:20][CH:19]=[CH:18][C:17]=1[Cl:22])[N:6]2[CH2:12][C:13]([NH2:15])=O.P(Cl)(Cl)(Cl)=O, predict the reaction product. The product is: [Cl:1][C:2]1[N:10]=[C:9]([CH3:11])[N:8]=[C:7]2[C:3]=1[N:4]=[C:5]([C:16]1[CH:21]=[CH:20][CH:19]=[CH:18][C:17]=1[Cl:22])[N:6]2[CH2:12][C:13]#[N:15]. (6) Given the reactants [Cl:1][C:2]1[CH:3]=[C:4]2[C:12](=[CH:13][CH:14]=1)[NH:11][C:10]1[CH:9]([NH2:15])[CH2:8][CH2:7][CH2:6][C:5]2=1.[O:16]1[CH:20]=[CH:19][CH:18]=[C:17]1[C:21](Cl)=[O:22], predict the reaction product. The product is: [Cl:1][C:2]1[CH:3]=[C:4]2[C:12](=[CH:13][CH:14]=1)[NH:11][C:10]1[CH:9]([NH:15][C:21]([C:17]3[O:16][CH:20]=[CH:19][CH:18]=3)=[O:22])[CH2:8][CH2:7][CH2:6][C:5]2=1. (7) Given the reactants [Cl:1][C:2]1[CH:8]=[C:7]([O:9][C:10]2[C:19]3[C:14](=[CH:15][C:16]([O:22][CH3:23])=[C:17]([O:20][CH3:21])[CH:18]=3)[N:13]=[CH:12][N:11]=2)[CH:6]=[CH:5][C:3]=1[NH2:4].Cl[C:25](Cl)([O:27][C:28](=[O:34])OC(Cl)(Cl)Cl)Cl.[CH:36]1(CO)[CH2:42][CH2:41][CH2:40][CH2:39][CH2:38][CH2:37]1.C(=O)(O)[O-].[Na+], predict the reaction product. The product is: [Cl:1][C:2]1[CH:8]=[C:7]([O:9][C:10]2[C:19]3[C:14](=[CH:15][C:16]([O:22][CH3:23])=[C:17]([O:20][CH3:21])[CH:18]=3)[N:13]=[CH:12][N:11]=2)[CH:6]=[CH:5][C:3]=1[NH:4][C:28](=[O:34])[O:27][CH2:25][CH:36]1[CH2:42][CH2:41][CH2:40][CH2:39][CH2:38][CH2:37]1. (8) Given the reactants [C:1]([O:5][C:6](=[O:22])[NH:7][C:8]1[CH:13]=[C:12]([N:14]([CH3:16])[CH3:15])[C:11]([C:17]([F:20])([F:19])[F:18])=[CH:10][C:9]=1[NH2:21])([CH3:4])([CH3:3])[CH3:2].C([O:27][C:28](=O)[CH2:29][C:30]([C:32]1[CH:37]=[CH:36][CH:35]=[C:34]([C:38]2[C:39]([CH3:44])=[N:40][CH:41]=[CH:42][CH:43]=2)[CH:33]=1)=[O:31])(C)(C)C, predict the reaction product. The product is: [C:1]([O:5][C:6](=[O:22])[NH:7][C:8]1[CH:13]=[C:12]([N:14]([CH3:16])[CH3:15])[C:11]([C:17]([F:20])([F:19])[F:18])=[CH:10][C:9]=1[NH:21][C:28](=[O:27])[CH2:29][C:30]([C:32]1[CH:37]=[CH:36][CH:35]=[C:34]([C:38]2[C:39]([CH3:44])=[N:40][CH:41]=[CH:42][CH:43]=2)[CH:33]=1)=[O:31])([CH3:4])([CH3:2])[CH3:3]. (9) The product is: [NH2:2][C:1]1[C:3]2[C:12]3[CH2:11][C:10]([CH3:13])([CH3:14])[CH2:9][CH2:8][C:7]=3[C:6]([O:15][CH3:16])=[N:5][C:4]=2[O:17][C:18]=1[C:19]([O:21][CH2:22][CH3:23])=[O:20]. Given the reactants [C:1]([C:3]1[C:12]2[CH2:11][C:10]([CH3:14])([CH3:13])[CH2:9][CH2:8][C:7]=2[C:6]([O:15][CH3:16])=[N:5][C:4]=1[O:17][CH2:18][C:19]([O:21][CH2:22][CH3:23])=[O:20])#[N:2].[O-]CC.[Na+], predict the reaction product.